This data is from Reaction yield outcomes from USPTO patents with 853,638 reactions. The task is: Predict the reaction yield, written as a fraction of the theoretical maximum amount of product (1.0 means a 100% yield; for example, 0.34 means a 34% yield). (1) The reactants are C([O:3][C:4]([CH:6]1[CH2:11][CH2:10][CH2:9][N:8]([CH:12]2[CH2:17][CH2:16][N:15]([CH2:18][C:19]3[C:20]([C:40]4[CH:45]=[CH:44][CH:43]=[CH:42][CH:41]=4)=[N:21][C:22]4[C:27]([C:28]=3[C:29](=[O:39])[NH:30][C@H:31]([CH:33]3[CH2:38][CH2:37][CH2:36][CH2:35][CH2:34]3)[CH3:32])=[CH:26][CH:25]=[CH:24][CH:23]=4)[CH2:14][CH2:13]2)[CH2:7]1)=[O:5])C.C(O)C.[OH-].[Li+].OS([O-])(=O)=O.[K+]. The catalyst is O. The product is [CH:33]1([C@@H:31]([NH:30][C:29]([C:28]2[C:27]3[C:22](=[CH:23][CH:24]=[CH:25][CH:26]=3)[N:21]=[C:20]([C:40]3[CH:41]=[CH:42][CH:43]=[CH:44][CH:45]=3)[C:19]=2[CH2:18][N:15]2[CH2:14][CH2:13][CH:12]([N:8]3[CH2:9][CH2:10][CH2:11][CH:6]([C:4]([OH:5])=[O:3])[CH2:7]3)[CH2:17][CH2:16]2)=[O:39])[CH3:32])[CH2:38][CH2:37][CH2:36][CH2:35][CH2:34]1. The yield is 0.740. (2) The yield is 0.800. The catalyst is CCOC(C)=O. The reactants are [CH2:1]([N:8]1[C:12]([C:13](=[O:74])[NH:14][C:15]2[CH:20]=[C:19]([CH2:21][CH2:22][CH2:23][CH2:24][CH2:25][CH2:26][N:27]3[C:35](=[O:36])[C:34]4[C:29](=[CH:30][CH:31]=[CH:32][CH:33]=4)[C:28]3=[O:37])[C:18]([O:38][CH2:39][CH2:40][CH2:41][CH2:42][CH2:43][CH2:44][CH2:45][N:46]3[C:54](=[O:55])[C:53]4[C:48](=[CH:49][CH:50]=[CH:51][CH:52]=4)[C:47]3=[O:56])=[C:17]([CH2:57][CH2:58][CH2:59][CH2:60][CH2:61][CH2:62][N:63]3[C:71](=[O:72])[C:70]4[C:65](=[CH:66][CH:67]=[CH:68][CH:69]=4)[C:64]3=[O:73])[CH:16]=2)=[CH:11][C:10]([CH:75]=[CH:76][C:77]([O:79][CH2:80][CH3:81])=[O:78])=[C:9]1[C:82]#[C:83][C:84]([OH:97])([C:91]1[CH:96]=[CH:95][CH:94]=[CH:93][CH:92]=1)[C:85]1[CH:90]=[CH:89][CH:88]=[CH:87][CH:86]=1)[C:2]1[CH:7]=[CH:6][CH:5]=[CH:4][CH:3]=1. The product is [CH2:1]([N:8]1[C:12]([C:13](=[O:74])[NH:14][C:15]2[CH:20]=[C:19]([CH2:21][CH2:22][CH2:23][CH2:24][CH2:25][CH2:26][N:27]3[C:28](=[O:37])[C:29]4[C:34](=[CH:33][CH:32]=[CH:31][CH:30]=4)[C:35]3=[O:36])[C:18]([O:38][CH2:39][CH2:40][CH2:41][CH2:42][CH2:43][CH2:44][CH2:45][N:46]3[C:54](=[O:55])[C:53]4[C:48](=[CH:49][CH:50]=[CH:51][CH:52]=4)[C:47]3=[O:56])=[C:17]([CH2:57][CH2:58][CH2:59][CH2:60][CH2:61][CH2:62][N:63]3[C:71](=[O:72])[C:70]4[C:65](=[CH:66][CH:67]=[CH:68][CH:69]=4)[C:64]3=[O:73])[CH:16]=2)=[CH:11][C:10]([CH2:75][CH2:76][C:77]([O:79][CH2:80][CH3:81])=[O:78])=[C:9]1[C:82]#[C:83][C:84]([OH:97])([C:91]1[CH:92]=[CH:93][CH:94]=[CH:95][CH:96]=1)[C:85]1[CH:86]=[CH:87][CH:88]=[CH:89][CH:90]=1)[C:2]1[CH:7]=[CH:6][CH:5]=[CH:4][CH:3]=1.